This data is from Catalyst prediction with 721,799 reactions and 888 catalyst types from USPTO. The task is: Predict which catalyst facilitates the given reaction. (1) Reactant: ClC1C(Cl)=CC(O)=C(OC)C=1.C(C1OC1)Cl.C([O-])([O-])=O.[K+].[K+].[F:23][C:24]([F:42])([F:41])[C:25]1[CH:30]=[CH:29][C:28]([C:31]2[CH:32]=[CH:33][C:34]3[N:35]([C:37](=[O:40])[NH:38][N:39]=3)[CH:36]=2)=[CH:27][CH:26]=1.[Cl:43][C:44]1[C:54]([Cl:55])=[CH:53][C:47]([O:48][CH2:49][CH:50]2[CH2:52][O:51]2)=[C:46]([O:56][CH3:57])[CH:45]=1. Product: [Cl:43][C:44]1[C:54]([Cl:55])=[CH:53][C:47]([O:48][CH2:49][CH:50]([OH:51])[CH2:52][N:38]2[C:37](=[O:40])[N:35]3[CH:36]=[C:31]([C:28]4[CH:29]=[CH:30][C:25]([C:24]([F:23])([F:41])[F:42])=[CH:26][CH:27]=4)[CH:32]=[CH:33][C:34]3=[N:39]2)=[C:46]([O:56][CH3:57])[CH:45]=1. The catalyst class is: 18. (2) Reactant: [CH3:1][C:2]([CH3:5])([O-])[CH3:3].[K+].[S:7]1[CH:11]=[CH:10][CH:9]=[C:8]1[C:12]1[NH:13][C:14](=[O:26])[C:15]2[C:19]=1[C:18](=[O:20])[NH:17][C:16]=2[C:21]1[S:22][CH:23]=[CH:24][CH:25]=1.I[CH2:28][CH:29]([CH2:38][CH2:39][CH2:40][CH2:41][CH2:42][CH2:43][CH2:44][CH2:45][CH2:46][CH3:47])[CH2:30][CH2:31][CH2:32][CH2:33][CH2:34][CH2:35][CH2:36][CH3:37].O. Product: [CH2:1]([CH:2]([CH2:5][CH2:40][CH2:39][CH2:38][CH2:29][CH2:30][CH2:31][CH2:32][CH2:33][CH3:34])[CH2:3][N:13]1[C:12]([C:8]2[S:7][CH:11]=[CH:10][CH:9]=2)=[C:19]2[C:15](=[C:16]([C:21]3[S:22][CH:23]=[CH:24][CH:25]=3)[N:17]([CH2:28][CH:29]([CH2:30][CH2:31][CH2:32][CH2:33][CH2:34][CH2:35][CH2:36][CH3:37])[CH2:38][CH2:39][CH2:40][CH2:41][CH2:42][CH2:43][CH2:44][CH2:45][CH2:46][CH3:47])[C:18]2=[O:20])[C:14]1=[O:26])[CH2:41][CH2:42][CH2:43][CH2:44][CH2:45][CH2:46][CH3:47]. The catalyst class is: 9. (3) Reactant: Cl.Cl.[Cl:3][C:4]1[CH:5]=[C:6]([NH:18][C:19]2[C:20]3[N:27]([CH2:28][CH2:29][NH:30][CH3:31])[CH:26]=[CH:25][C:21]=3[N:22]=[CH:23][N:24]=2)[CH:7]=[CH:8][C:9]=1[O:10][C:11]1[CH:16]=[CH:15][CH:14]=[C:13]([Cl:17])[CH:12]=1.[CH3:32][S:33]([CH2:36][C:37]([OH:39])=O)(=[O:35])=[O:34].ON1C2C=CC=CC=2N=N1.C(N=C=NCCCN(C)C)C.Cl. Product: [Cl:3][C:4]1[CH:5]=[C:6]([NH:18][C:19]2[C:20]3[N:27]([CH2:28][CH2:29][N:30]([CH3:31])[C:37](=[O:39])[CH2:36][S:33]([CH3:32])(=[O:35])=[O:34])[CH:26]=[CH:25][C:21]=3[N:22]=[CH:23][N:24]=2)[CH:7]=[CH:8][C:9]=1[O:10][C:11]1[CH:16]=[CH:15][CH:14]=[C:13]([Cl:17])[CH:12]=1. The catalyst class is: 289. (4) Reactant: [Cl:1]N1C=C(Cl)CN(Cl)N1.CN(C)C=O.[Cl:15][C:16]1[CH:17]=[CH:18][CH:19]=[C:20]2[C:25]=1[N:24]=[C:23]([C:26]1[CH:31]=[CH:30][CH:29]=[C:28]([F:32])[CH:27]=1)[C:22]([CH:33](O)[CH3:34])=[CH:21]2.O. The catalyst class is: 2. Product: [Cl:15][C:16]1[CH:17]=[CH:18][CH:19]=[C:20]2[C:25]=1[N:24]=[C:23]([C:26]1[CH:31]=[CH:30][CH:29]=[C:28]([F:32])[CH:27]=1)[C:22]([CH:33]([Cl:1])[CH3:34])=[CH:21]2. (5) Reactant: [CH3:1][O:2][C:3]1[CH:12]=[CH:11][C:6]([C:7]([O:9][CH3:10])=[O:8])=[CH:5][C:4]=1[NH:13][S:14]([CH3:17])(=[O:16])=[O:15].[C:18](O[C:18]([O:20][C:21]([CH3:24])([CH3:23])[CH3:22])=[O:19])([O:20][C:21]([CH3:24])([CH3:23])[CH3:22])=[O:19]. Product: [C:21]([O:20][C:18]([N:13]([C:4]1[CH:5]=[C:6]([CH:11]=[CH:12][C:3]=1[O:2][CH3:1])[C:7]([O:9][CH3:10])=[O:8])[S:14]([CH3:17])(=[O:16])=[O:15])=[O:19])([CH3:24])([CH3:23])[CH3:22]. The catalyst class is: 64. (6) Reactant: C(OC([NH:8][C:9]1[CH:22]=[CH:21][C:12]([C:13]([NH:15][CH2:16][CH2:17][C:18]([OH:20])=[O:19])=[O:14])=[CH:11][CH:10]=1)=O)(C)(C)C.[F:23][C:24]([F:29])([F:28])[C:25]([OH:27])=[O:26]. Product: [F:23][C:24]([F:29])([F:28])[C:25]([OH:27])=[O:26].[NH2:8][C:9]1[CH:10]=[CH:11][C:12]([C:13]([NH:15][CH2:16][CH2:17][C:18]([OH:20])=[O:19])=[O:14])=[CH:21][CH:22]=1. The catalyst class is: 4. (7) Reactant: [C:1]([C:5]1[CH:6]=[C:7]2[C:12](=[C:13]([F:15])[CH:14]=1)[C:11](=[O:16])[N:10]([C:17]1[C:18]([CH2:41][OH:42])=[C:19]([N:23]3[C:27]4=[N:28][C:29]([N:32]5[CH2:37][CH2:36][N:35]([CH3:38])[CH2:34][CH2:33]5)=[CH:30][CH:31]=[C:26]4[C:25]([C:39]#[N:40])=[CH:24]3)[CH:20]=[CH:21][CH:22]=1)[N:9]=[CH:8]2)([CH3:4])([CH3:3])[CH3:2].C([OH:45])C. Product: [C:1]([C:5]1[CH:6]=[C:7]2[C:12](=[C:13]([F:15])[CH:14]=1)[C:11](=[O:16])[N:10]([C:17]1[C:18]([CH2:41][OH:42])=[C:19]([N:23]3[C:27]4=[N:28][C:29]([N:32]5[CH2:33][CH2:34][N:35]([CH3:38])[CH2:36][CH2:37]5)=[CH:30][CH:31]=[C:26]4[C:25]([C:39]([NH2:40])=[O:45])=[CH:24]3)[CH:20]=[CH:21][CH:22]=1)[N:9]=[CH:8]2)([CH3:4])([CH3:2])[CH3:3]. The catalyst class is: 6.